Dataset: Reaction yield outcomes from USPTO patents with 853,638 reactions. Task: Predict the reaction yield, written as a fraction of the theoretical maximum amount of product (1.0 means a 100% yield; for example, 0.34 means a 34% yield). (1) The reactants are [H-].[Na+].[CH3:3][C:4]1[N:5]=[C:6](Cl)[C:7]2[N:13]=[C:12]([C:14]3[CH:19]=[CH:18][C:17]([F:20])=[CH:16][CH:15]=3)[CH:11]=[CH:10][C:8]=2[N:9]=1.[CH3:22][O:23][CH2:24][CH2:25][OH:26]. No catalyst specified. The product is [CH3:3][C:4]1[N:5]=[C:6]([O:26][CH2:25][CH2:24][O:23][CH3:22])[C:7]2[N:13]=[C:12]([C:14]3[CH:19]=[CH:18][C:17]([F:20])=[CH:16][CH:15]=3)[CH:11]=[CH:10][C:8]=2[N:9]=1. The yield is 0.880. (2) The reactants are C[O:2][C:3](=[O:21])[C:4]1[C:5](=[C:10]([NH:14][C:15]2[CH:20]=[CH:19][CH:18]=[CH:17][CH:16]=2)[CH:11]=[CH:12][CH:13]=1)[C:6]([O:8]C)=[O:7].[OH-].[Na+]. The catalyst is C(O)C. The product is [C:15]1([NH:14][C:10]2[CH:11]=[CH:12][CH:13]=[C:4]([C:3]([OH:21])=[O:2])[C:5]=2[C:6]([OH:8])=[O:7])[CH:16]=[CH:17][CH:18]=[CH:19][CH:20]=1. The yield is 0.970. (3) The reactants are [CH3:1][C:2]1[C:7]([O:8][CH3:9])=[CH:6][CH:5]=[CH:4][C:3]=1[OH:10].[CH3:11][NH:12][C:13](=[O:23])[C:14]1[CH:19]=[C:18]([F:20])[C:17]([Cl:21])=[CH:16][C:15]=1F.CC(C)([O-])C.[K+].Cl. The catalyst is CC1CCCO1.[Cl-].[Na+].O.O. The product is [Cl:21][C:17]1[C:18]([F:20])=[CH:19][C:14]([C:13]([NH:12][CH3:11])=[O:23])=[C:15]([O:10][C:3]2[CH:4]=[CH:5][CH:6]=[C:7]([O:8][CH3:9])[C:2]=2[CH3:1])[CH:16]=1. The yield is 0.610. (4) The reactants are [CH3:1][C:2]1[N:7]=[C:6]([C:8]([OH:10])=O)[CH:5]=[CH:4][CH:3]=1.C(Cl)(=O)C(Cl)=O.[NH2:17][C:18]1[CH:19]=[C:20]([CH:29]=[CH:30][CH:31]=1)[O:21][C:22]1[CH:23]=[CH:24][C:25]([NH2:28])=[N:26][CH:27]=1. The catalyst is O1CCCC1.CN(C)C=O.CN(C)C(=O)C.C(=O)([O-])O.[Na+]. The product is [NH2:28][C:25]1[N:26]=[CH:27][C:22]([O:21][C:20]2[CH:19]=[C:18]([NH:17][C:8]([C:6]3[CH:5]=[CH:4][CH:3]=[C:2]([CH3:1])[N:7]=3)=[O:10])[CH:31]=[CH:30][CH:29]=2)=[CH:23][CH:24]=1. The yield is 0.830. (5) The reactants are [C:1]1([C:8]2[CH:13]=[CH:12][CH:11]=[CH:10][CH:9]=2)[CH:6]=[CH:5][C:4]([OH:7])=[CH:3][CH:2]=1.[CH2:14](O)[CH2:15][CH2:16][CH2:17][C:18]#[CH:19].C1(P(C2C=CC=CC=2)C2C=CC=CC=2)C=CC=CC=1.CCOC(/N=N/C(OCC)=O)=O. The catalyst is C1COCC1. The product is [CH2:19]([O:7][C:4]1[CH:3]=[CH:2][C:1]([C:8]2[CH:13]=[CH:12][CH:11]=[CH:10][CH:9]=2)=[CH:6][CH:5]=1)[CH2:18][CH2:17][CH2:16][C:15]#[CH:14]. The yield is 0.670. (6) The reactants are [C:1]([O:5][C:6]([N:8]1[CH2:11][C:10](=[CH:12][C:13]2[N:14]([CH3:29])[C:15]3[C:20]([N:21]=2)=[C:19]([N:22]2[CH2:27][CH2:26][O:25][CH2:24][CH2:23]2)[N:18]=[C:17](Cl)[N:16]=3)[CH2:9]1)=[O:7])([CH3:4])([CH3:3])[CH3:2].[NH:30]1[C:34]2[CH:35]=[CH:36][CH:37]=[CH:38][C:33]=2[N:32]=[C:31]1[C@@H:39]([OH:41])[CH3:40].CC(C1C=C(C(C)C)C(C2C=CC=CC=2P(C2CCCCC2)C2CCCCC2)=C(C(C)C)C=1)C.C([O-])([O-])=O.[Cs+].[Cs+]. The catalyst is C1(C)C=CC=CC=1.[Pd].[Pd].C(=CC(C=CC1C=CC=CC=1)=O)C1C=CC=CC=1.C(=CC(C=CC1C=CC=CC=1)=O)C1C=CC=CC=1.C(=CC(C=CC1C=CC=CC=1)=O)C1C=CC=CC=1. The product is [C:1]([O:5][C:6]([N:8]1[CH2:11][C:10](=[CH:12][C:13]2[N:14]([CH3:29])[C:15]3[C:20]([N:21]=2)=[C:19]([N:22]2[CH2:27][CH2:26][O:25][CH2:24][CH2:23]2)[N:18]=[C:17]([N:30]2[C:34]4[CH:35]=[CH:36][CH:37]=[CH:38][C:33]=4[N:32]=[C:31]2[C@@H:39]([OH:41])[CH3:40])[N:16]=3)[CH2:9]1)=[O:7])([CH3:4])([CH3:3])[CH3:2]. The yield is 0.550.